From a dataset of Catalyst prediction with 721,799 reactions and 888 catalyst types from USPTO. Predict which catalyst facilitates the given reaction. (1) Reactant: [C:1]([O:5][C:6]([C:8]1(C(O)=O)[CH2:10][CH:9]1[CH2:11][CH3:12])=[O:7])([CH3:4])([CH3:3])[CH3:2].C([N:18]([CH2:21]C)CC)C.C1C=CC(P(N=[N+]=[N-])(C2C=CC=CC=2)=[O:30])=CC=1.[CH3:40][Si:41]([CH3:46])([CH3:45])[CH2:42][CH2:43][OH:44]. Product: [C:1]([O:5][C:6]([C@:8]1([NH:18][C:21]([O:44][CH2:43][CH2:42][Si:41]([CH3:46])([CH3:45])[CH3:40])=[O:30])[CH2:10][C@@H:9]1[CH2:11][CH3:12])=[O:7])([CH3:2])([CH3:3])[CH3:4]. The catalyst class is: 48. (2) Reactant: [CH:1]1([CH2:4][C@H:5]([N:18]2[CH2:26][C:25]3[C:20](=[CH:21][CH:22]=[C:23]([C:27]4[N:31]([CH3:32])[N:30]=[CH:29][CH:28]=4)[CH:24]=3)[C:19]2=[O:33])[CH2:6][N:7]2C(=O)C3C(=CC=CC=3)C2=O)[CH2:3][CH2:2]1.NN. Product: [NH2:7][CH2:6][C@@H:5]([N:18]1[CH2:26][C:25]2[C:20](=[CH:21][CH:22]=[C:23]([C:27]3[N:31]([CH3:32])[N:30]=[CH:29][CH:28]=3)[CH:24]=2)[C:19]1=[O:33])[CH2:4][CH:1]1[CH2:2][CH2:3]1. The catalyst class is: 5. (3) Reactant: [F:1][C:2]1[CH:3]=[C:4]([C:8]2[C:13]([C:14]3[CH:19]=[CH:18][N:17]=[CH:16][CH:15]=3)=[CH:12][C:11]([NH2:20])=[C:10]([NH2:21])[N:9]=2)[CH:5]=[CH:6][CH:7]=1.C(O[C:25](OCC)(OCC)[CH2:26][CH3:27])C. Product: [CH2:26]([C:27]1[NH:21][C:10]2=[N:9][C:8]([C:4]3[CH:5]=[CH:6][CH:7]=[C:2]([F:1])[CH:3]=3)=[C:13]([C:14]3[CH:19]=[CH:18][N:17]=[CH:16][CH:15]=3)[CH:12]=[C:11]2[N:20]=1)[CH3:25]. The catalyst class is: 15. (4) Reactant: [CH2:1]([O:3][C:4]1[CH:9]=[CH:8][CH:7]=[CH:6][C:5]=1[OH:10])[CH3:2].[C:11]([OH:15])(=[O:14])[CH:12]=[O:13].[OH-].[Na+]. Product: [CH2:1]([O:3][C:4]1[CH:9]=[C:8]([CH:12]([OH:13])[C:11]([OH:15])=[O:14])[CH:7]=[CH:6][C:5]=1[OH:10])[CH3:2]. The catalyst class is: 6. (5) Reactant: C(N)(=O)C1C=CC=CC=1.[NH2:10][C:11]([NH:13][C@H:14]1[CH2:19][CH2:18][C@H:17]([CH2:20][NH:21][C:22]([O:24][C:25]([CH3:28])([CH3:27])[CH3:26])=[O:23])[CH2:16][CH2:15]1)=[S:12].O.C([O-])([O-])=O.[K+].[K+]. Product: [NH2:10][C:11]([NH:13][C@H:14]1[CH2:15][CH2:16][C@H:17]([CH2:20][NH:21][C:22]([O:24][C:25]([CH3:28])([CH3:27])[CH3:26])=[O:23])[CH2:18][CH2:19]1)=[S:12]. The catalyst class is: 5.